Task: Predict which catalyst facilitates the given reaction.. Dataset: Catalyst prediction with 721,799 reactions and 888 catalyst types from USPTO (1) The catalyst class is: 84. Reactant: [CH3:1][O:2][C:3]([C:5]1[CH:6]=[C:7]2[C:12](=[CH:13][CH:14]=1)[N:11]=[CH:10][CH:9]=[CH:8]2)=[O:4].O1CCCC1.[Br:20]N1C(C)(C)C(=O)N(Br)C1=O.C(=O)(O)[O-].[Na+]. Product: [CH3:1][O:2][C:3]([C:5]1[CH:6]=[C:7]2[C:12](=[CH:13][CH:14]=1)[N:11]=[CH:10][C:9]([Br:20])=[CH:8]2)=[O:4]. (2) Reactant: [NH2:1][C:2]1[C:3]([F:9])=[N:4][CH:5]=[C:6]([Br:8])[CH:7]=1.[C:10]([N:18]=[C:19]=[S:20])(=[O:17])[C:11]1[CH:16]=[CH:15][CH:14]=[CH:13][CH:12]=1. Product: [Br:8][C:6]1[CH:7]=[C:2]([NH:1][C:19]([NH:18][C:10](=[O:17])[C:11]2[CH:12]=[CH:13][CH:14]=[CH:15][CH:16]=2)=[S:20])[C:3]([F:9])=[N:4][CH:5]=1. The catalyst class is: 21.